From a dataset of Reaction yield outcomes from USPTO patents with 853,638 reactions. Predict the reaction yield, written as a fraction of the theoretical maximum amount of product (1.0 means a 100% yield; for example, 0.34 means a 34% yield). (1) The reactants are [CH3:1][N:2]([CH3:6])[CH2:3][CH:4]=O.[Cl:7][C:8]1[CH:49]=[CH:48][C:11]([CH2:12][NH:13][CH2:14][C:15]([C@:17]23[CH2:43][C:42](=[O:44])[C:41]([CH:45]([CH3:47])[CH3:46])=[C:18]2[C@@H:19]2[C@@:32]([CH3:35])([CH2:33][CH2:34]3)[C@@:31]3([CH3:36])[C@@H:22]([C@:23]4([CH3:40])[C@@H:28]([CH2:29][CH2:30]3)[C:27]([CH3:38])([CH3:37])[C@@H:26]([OH:39])[CH2:25][CH2:24]4)[CH2:21][CH2:20]2)=[O:16])=[CH:10][CH:9]=1.CCN(CC)CC.C([BH3-])#N.[Na+]. The catalyst is CO.ClCCCl.O. The product is [Cl:7][C:8]1[CH:9]=[CH:10][C:11]([CH2:12][N:13]([CH2:4][CH2:3][N:2]([CH3:6])[CH3:1])[CH2:14][C:15]([C@:17]23[CH2:43][C:42](=[O:44])[C:41]([CH:45]([CH3:46])[CH3:47])=[C:18]2[C@@H:19]2[C@@:32]([CH3:35])([CH2:33][CH2:34]3)[C@@:31]3([CH3:36])[C@@H:22]([C@:23]4([CH3:40])[C@@H:28]([CH2:29][CH2:30]3)[C:27]([CH3:37])([CH3:38])[C@@H:26]([OH:39])[CH2:25][CH2:24]4)[CH2:21][CH2:20]2)=[O:16])=[CH:48][CH:49]=1. The yield is 0.760. (2) The reactants are [CH3:1][O:2][C:3]1[CH:8]=[CH:7][C:6]([OH:9])=[CH:5][CH:4]=1.[C:10](#[N:13])[CH:11]=[CH2:12]. The catalyst is CO. The product is [CH3:1][O:2][C:3]1[CH:8]=[CH:7][C:6]([O:9][CH2:12][CH2:11][C:10]#[N:13])=[CH:5][CH:4]=1. The yield is 0.895. (3) The reactants are Br[C:2]1[CH:14]=[C:13]2[C:5]([C:6]3[CH:7]=[C:8]([C:15]([O:17][CH2:18][CH3:19])=[O:16])[CH:9]=[CH:10][C:11]=3[NH:12]2)=[C:4]([C:20](=[O:23])[NH:21][CH3:22])[CH:3]=1.[CH3:24][C:25]1[C:29](B2OC(C)(C)C(C)(C)O2)=[C:28]([CH3:39])[O:27][N:26]=1.P(=O)(O)(O)O.[K]. The catalyst is C1C=CC(P(C2C=CC=CC=2)[C-]2C=CC=C2)=CC=1.C1C=CC(P(C2C=CC=CC=2)[C-]2C=CC=C2)=CC=1.Cl[Pd]Cl.[Fe+2].C(Cl)Cl.CN(C=O)C. The product is [CH3:24][C:25]1[C:29]([C:2]2[CH:14]=[C:13]3[C:5]([C:6]4[CH:7]=[C:8]([C:15]([O:17][CH2:18][CH3:19])=[O:16])[CH:9]=[CH:10][C:11]=4[NH:12]3)=[C:4]([C:20](=[O:23])[NH:21][CH3:22])[CH:3]=2)=[C:28]([CH3:39])[O:27][N:26]=1. The yield is 0.990. (4) The reactants are [CH3:1][N:2]1[C:7](=[O:8])[C:6]2[C:9]([C:30]3[CH:35]=[CH:34][CH:33]=[CH:32][CH:31]=3)=[C:10]([C:12]3[CH:17]=[CH:16][C:15]([C:18]4([NH:22][C:23](=[O:29])[O:24][C:25]([CH3:28])([CH3:27])[CH3:26])[CH2:21][CH2:20][CH2:19]4)=[CH:14][CH:13]=3)[O:11][C:5]=2[N:4]=[C:3]1S(C)(=O)=O.[NH:40]1[CH2:44][CH2:43][C@@H:42]([OH:45])[CH2:41]1. The catalyst is CN(C=O)C. The product is [OH:45][C@@H:42]1[CH2:43][CH2:44][N:40]([C:3]2[N:2]([CH3:1])[C:7](=[O:8])[C:6]3[C:9]([C:30]4[CH:35]=[CH:34][CH:33]=[CH:32][CH:31]=4)=[C:10]([C:12]4[CH:13]=[CH:14][C:15]([C:18]5([NH:22][C:23](=[O:29])[O:24][C:25]([CH3:28])([CH3:27])[CH3:26])[CH2:19][CH2:20][CH2:21]5)=[CH:16][CH:17]=4)[O:11][C:5]=3[N:4]=2)[CH2:41]1. The yield is 0.640. (5) The reactants are [I:1][C:2]1[CH:3]=[N:4][NH:5][CH:6]=1.[H-].[Na+].[CH2:9]1[CH2:13]O[CH2:11][CH2:10]1. No catalyst specified. The product is [CH2:13]([N:4]1[CH:3]=[C:2]([I:1])[CH:6]=[N:5]1)[CH2:9][CH2:10][CH3:11]. The yield is 1.00.